Dataset: Forward reaction prediction with 1.9M reactions from USPTO patents (1976-2016). Task: Predict the product of the given reaction. (1) Given the reactants [OH:1][C:2]1[C:7]([CH2:8][OH:9])=[CH:6][C:5]([N+:10]([O-:12])=[O:11])=[CH:4][C:3]=1[CH2:13][OH:14].CCOC(C)=O.CCCCCC, predict the reaction product. The product is: [OH:1][C:2]1[C:3]([CH:13]=[O:14])=[CH:4][C:5]([N+:10]([O-:12])=[O:11])=[CH:6][C:7]=1[CH:8]=[O:9]. (2) Given the reactants [O:1]1[C:5]2[CH:6]=[CH:7][C:8]([CH2:10][NH:11][CH2:12][CH2:13][CH:14]3[CH2:19][CH2:18][CH2:17][CH2:16][N:15]3[C:20]3[CH:25]=[CH:24][N:23]=[C:22]([N:26]4[CH:30]=[CH:29][N:28]=[CH:27]4)[N:21]=3)=[CH:9][C:4]=2[O:3][CH2:2]1.[C:31](OC(=O)C)(=[O:33])[CH3:32], predict the reaction product. The product is: [C:31]([N:11]([CH2:10][C:8]1[CH:7]=[CH:6][C:5]2[O:1][CH2:2][O:3][C:4]=2[CH:9]=1)[CH2:12][CH2:13][CH:14]1[CH2:19][CH2:18][CH2:17][CH2:16][N:15]1[C:20]1[CH:25]=[CH:24][N:23]=[C:22]([N:26]2[CH:30]=[CH:29][N:28]=[CH:27]2)[N:21]=1)(=[O:33])[CH3:32]. (3) Given the reactants Cl[C:2]1[N:7]=[N:6][C:5]([N:8]2[CH2:13][CH2:12][C:11]3([CH2:18][CH2:17][N:16]([CH:19]4[CH2:22][CH2:21][CH2:20]4)[CH2:15][CH2:14]3)[CH2:10][CH2:9]2)=[CH:4][CH:3]=1.C(OB([C:29]1[CH:34]=[CH:33][CH:32]=[CH:31][CH:30]=1)O)(=O)C.C([O-])([O-])=O.[Na+].[Na+].C[O:42][CH2:43][CH2:44]OC, predict the reaction product. The product is: [CH:19]1([N:16]2[CH2:17][CH2:18][C:11]3([CH2:12][CH2:13][N:8]([C:5]4[N:6]=[N:7][C:2]([C:32]5[CH:31]=[CH:30][C:29]([C:43](=[O:42])[CH3:44])=[CH:34][CH:33]=5)=[CH:3][CH:4]=4)[CH2:9][CH2:10]3)[CH2:14][CH2:15]2)[CH2:22][CH2:21][CH2:20]1. (4) Given the reactants [CH2:1]([O:8][C:9]1[C:31]([CH3:32])=[CH:30][C:12]([C:13]([NH:15][CH2:16][C:17]([C:19]2[CH:24]=[C:23]([CH3:25])[N:22]=[C:21]([NH:26][CH:27]([CH3:29])[CH3:28])[N:20]=2)=[O:18])=O)=[CH:11][C:10]=1[CH2:33][CH3:34])[C:2]1[CH:7]=[CH:6][CH:5]=[CH:4][CH:3]=1.CC[N+](S(N=C(OC)[O-])(=O)=O)(CC)CC, predict the reaction product. The product is: [CH2:1]([O:8][C:9]1[C:31]([CH3:32])=[CH:30][C:12]([C:13]2[O:18][C:17]([C:19]3[CH:29]=[C:27]([CH3:28])[N:26]=[C:21]([NH:22][CH:23]([CH3:25])[CH3:24])[N:20]=3)=[CH:16][N:15]=2)=[CH:11][C:10]=1[CH2:33][CH3:34])[C:2]1[CH:3]=[CH:4][CH:5]=[CH:6][CH:7]=1. (5) Given the reactants [CH:1]1([CH2:4][C:5]([NH:14][C:15]([C:17]2[CH:22]=[C:21]([O:23][CH2:24][C:25]([F:28])([F:27])[F:26])[C:20]([CH:29]3[CH2:31][CH2:30]3)=[CH:19][N:18]=2)=[O:16])([CH3:13])[C:6]([O:8]C(C)(C)C)=[O:7])[CH2:3][CH2:2]1.C(O)(C(F)(F)F)=O, predict the reaction product. The product is: [CH:1]1([CH2:4][C:5]([NH:14][C:15]([C:17]2[CH:22]=[C:21]([O:23][CH2:24][C:25]([F:26])([F:27])[F:28])[C:20]([CH:29]3[CH2:31][CH2:30]3)=[CH:19][N:18]=2)=[O:16])([CH3:13])[C:6]([OH:8])=[O:7])[CH2:3][CH2:2]1. (6) Given the reactants Cl[C:2]1[N:7]=[C:6]([C:8]2[CH:20]=[CH:19][C:11]3[N:12]=[C:13]([NH:15][C:16](=[O:18])[CH3:17])[S:14][C:10]=3[CH:9]=2)[CH:5]=[CH:4][N:3]=1.[NH2:21][CH:22]1[CH2:27][CH2:26][O:25][CH2:24][CH2:23]1.C(N(C(C)C)C(C)C)C, predict the reaction product. The product is: [O:25]1[CH2:26][CH2:27][CH:22]([NH:21][C:2]2[N:7]=[C:6]([C:8]3[CH:20]=[CH:19][C:11]4[N:12]=[C:13]([NH:15][C:16](=[O:18])[CH3:17])[S:14][C:10]=4[CH:9]=3)[CH:5]=[CH:4][N:3]=2)[CH2:23][CH2:24]1.